This data is from Catalyst prediction with 721,799 reactions and 888 catalyst types from USPTO. The task is: Predict which catalyst facilitates the given reaction. (1) Reactant: [F:1][C:2]1[CH:3]=[C:4]([NH:9][C:10]2[CH:15]=[CH:14][CH:13]=[CH:12][CH:11]=2)[C:5]([NH2:8])=[CH:6][CH:7]=1.[C:16]([O:20][C:21]([NH:23][C@@H:24]([CH3:28])[C:25](O)=O)=[O:22])([CH3:19])([CH3:18])[CH3:17].C1C=NC2N(O)N=NC=2C=1.CN1CCOCC1.Cl.CN(C)CCCN=C=NCC. Product: [C:16]([O:20][C:21](=[O:22])[NH:23][C@H:24]([C:25]1[N:9]([C:10]2[CH:15]=[CH:14][CH:13]=[CH:12][CH:11]=2)[C:4]2[CH:3]=[C:2]([F:1])[CH:7]=[CH:6][C:5]=2[N:8]=1)[CH3:28])([CH3:19])([CH3:18])[CH3:17]. The catalyst class is: 2. (2) Reactant: CCCC[N+](CCCC)(CCCC)CCCC.[F-].[Cl:19][C:20]1[CH:21]=[C:22]([C:30]([O:32][NH:33]/[C:34](=[N:61]\[H])/[C:35]2[CH:36]=[CH:37][C:38]([CH2:54][CH2:55][C:56]([O:58][CH2:59][CH3:60])=[O:57])=[C:39]3[C:43]=2[N:42](S(C2C=CC(C)=CC=2)(=O)=O)[CH:41]=[CH:40]3)=O)[CH:23]=[CH:24][C:25]=1[O:26][CH:27]([CH3:29])[CH3:28]. Product: [Cl:19][C:20]1[CH:21]=[C:22]([C:30]2[O:32][N:33]=[C:34]([C:35]3[CH:36]=[CH:37][C:38]([CH2:54][CH2:55][C:56]([O:58][CH2:59][CH3:60])=[O:57])=[C:39]4[C:43]=3[NH:42][CH:41]=[CH:40]4)[N:61]=2)[CH:23]=[CH:24][C:25]=1[O:26][CH:27]([CH3:29])[CH3:28]. The catalyst class is: 1.